This data is from Peptide-MHC class II binding affinity with 134,281 pairs from IEDB. The task is: Regression. Given a peptide amino acid sequence and an MHC pseudo amino acid sequence, predict their binding affinity value. This is MHC class II binding data. The peptide sequence is LLFSIMRNTTTARRG. The MHC is DRB1_0401 with pseudo-sequence DRB1_0401. The binding affinity (normalized) is 0.921.